Dataset: Reaction yield outcomes from USPTO patents with 853,638 reactions. Task: Predict the reaction yield, written as a fraction of the theoretical maximum amount of product (1.0 means a 100% yield; for example, 0.34 means a 34% yield). (1) The product is [C:38]([N:27]1[CH2:28][CH2:29][CH2:30][C@H:26]1[C:8]1[N:4]2[CH:5]=[CH:6][N:7]=[C:2]([CH3:1])[C:3]2=[C:10]([C:11]2[CH:25]=[CH:24][C:14]([C:15]([NH:17][C:18]3[CH:23]=[CH:22][CH:21]=[CH:20][N:19]=3)=[O:16])=[CH:13][CH:12]=2)[N:9]=1)(=[O:42])[C:39]#[C:40][CH3:41]. The yield is 0.749. The catalyst is ClCCl. The reactants are [CH3:1][C:2]1[C:3]2[N:4]([C:8]([C@@H:26]3[CH2:30][CH2:29][CH2:28][NH:27]3)=[N:9][C:10]=2[C:11]2[CH:25]=[CH:24][C:14]([C:15]([NH:17][C:18]3[CH:23]=[CH:22][CH:21]=[CH:20][N:19]=3)=[O:16])=[CH:13][CH:12]=2)[CH:5]=[CH:6][N:7]=1.C(N(CC)CC)C.[C:38](O)(=[O:42])[C:39]#[C:40][CH3:41].CN(C(ON1N=NC2C=CC=NC1=2)=[N+](C)C)C.F[P-](F)(F)(F)(F)F. (2) The reactants are [C:1]([O:6][CH2:7][CH2:8][CH2:9][CH3:10])(=[O:5])[C:2]([CH3:4])=[O:3].[C:11](OC(=O)C)(=[O:13])[CH3:12]. The catalyst is O.C1(C)C=CC(S(O)(=O)=O)=CC=1.C(O)(=O)C. The product is [C:11]([O:3][C:2](=[CH2:4])[C:1]([O:6][CH2:7][CH2:8][CH2:9][CH3:10])=[O:5])(=[O:13])[CH3:12]. The yield is 0.670. (3) The reactants are [O:1]=[C:2]1[N:11]([C:12]2[CH:17]=[CH:16][CH:15]=[C:14]([C:18]([F:21])([F:20])[F:19])[CH:13]=2)[C:10]2[C:5](=[CH:6][CH:7]=[CH:8][CH:9]=2)[N:4]=[C:3]1[C:22]([OH:24])=O.CN(C(ON1N=NC2C=CC=NC1=2)=[N+](C)C)C.F[P-](F)(F)(F)(F)F.C1C=NC2N(O)N=NC=2C=1.CCN(C(C)C)C(C)C.[Cl:68][C:69]1[CH:76]=[CH:75][C:72]([CH2:73][NH2:74])=[CH:71][CH:70]=1. The catalyst is CN1C(=O)CCC1.O. The product is [Cl:68][C:69]1[CH:76]=[CH:75][C:72]([CH2:73][NH:74][C:22]([C:3]2[C:2](=[O:1])[N:11]([C:12]3[CH:17]=[CH:16][CH:15]=[C:14]([C:18]([F:19])([F:20])[F:21])[CH:13]=3)[C:10]3[C:5](=[CH:6][CH:7]=[CH:8][CH:9]=3)[N:4]=2)=[O:24])=[CH:71][CH:70]=1. The yield is 0.490. (4) The reactants are [CH3:1][O:2][C:3](=[O:14])[C:4]1[CH:9]=[C:8]([O:10][CH2:11][CH3:12])[CH:7]=[C:6]([NH2:13])[CH:5]=1.N1C=CC=CC=1.[Cl:21][CH2:22][CH2:23][CH2:24][S:25](Cl)(=[O:27])=[O:26]. The catalyst is C(Cl)Cl.CN(C1C=CN=CC=1)C. The product is [CH3:1][O:2][C:3](=[O:14])[C:4]1[CH:9]=[C:8]([O:10][CH2:11][CH3:12])[CH:7]=[C:6]([NH:13][S:25]([CH2:24][CH2:23][CH2:22][Cl:21])(=[O:27])=[O:26])[CH:5]=1. The yield is 0.980.